From a dataset of Ames mutagenicity test results for genotoxicity prediction. Regression/Classification. Given a drug SMILES string, predict its toxicity properties. Task type varies by dataset: regression for continuous values (e.g., LD50, hERG inhibition percentage) or binary classification for toxic/non-toxic outcomes (e.g., AMES mutagenicity, cardiotoxicity, hepatotoxicity). Dataset: ames. (1) The drug is O=[N+]([O-])c1ccc2c(c1)CCc1cc([N+](=O)[O-])ccc1-2. The result is 1 (mutagenic). (2) The molecule is Oc1ccccc1-c1ccccc1O. The result is 0 (non-mutagenic). (3) The compound is COc1ccccc1-c1ccccc1. The result is 0 (non-mutagenic). (4) The drug is Oc1ccc(/C=N/n2nnc3c4ccccc4nc-3c2O)cc1. The result is 1 (mutagenic). (5) The molecule is NCCCNCCCN. The result is 0 (non-mutagenic). (6) The drug is Nc1cccc2cnsc12. The result is 1 (mutagenic).